This data is from Catalyst prediction with 721,799 reactions and 888 catalyst types from USPTO. The task is: Predict which catalyst facilitates the given reaction. (1) Reactant: [F:1][C:2]1[C:7]([F:8])=[C:6]([N+:9]([O-])=O)[CH:5]=[CH:4][C:3]=1[N:12]1[CH2:17][CH2:16][N:15]([CH:18]([OH:20])[CH3:19])[CH2:14][CH2:13]1. Product: [NH2:9][C:6]1[CH:5]=[CH:4][C:3]([N:12]2[CH2:13][CH2:14][N:15]([CH:18]([OH:20])[CH3:19])[CH2:16][CH2:17]2)=[C:2]([F:1])[C:7]=1[F:8]. The catalyst class is: 19. (2) Reactant: [F:1][C:2]1[CH:7]=[C:6]([CH3:8])[CH:5]=[C:4]([F:9])[C:3]=1[CH:10]([CH3:15])[C:11]([O:13][CH3:14])=[O:12].C1C(=O)N([Br:23])C(=O)C1. Product: [Br:23][CH2:8][C:6]1[CH:7]=[C:2]([F:1])[C:3]([CH:10]([CH3:15])[C:11]([O:13][CH3:14])=[O:12])=[C:4]([F:9])[CH:5]=1. The catalyst class is: 855. (3) Reactant: [NH2:1][CH2:2][C:3]1[C:4]([CH:9]2[CH2:14][CH2:13][N:12]([C:15]([O:17][C:18]([CH3:21])([CH3:20])[CH3:19])=[O:16])[CH2:11][CH2:10]2)=[N:5][CH:6]=[CH:7][CH:8]=1.C(N(C(C)C)CC)(C)C.[CH3:31][S:32]([C:35]1[CH:42]=[CH:41][C:38]([CH2:39]Br)=[CH:37][CH:36]=1)(=[O:34])=[O:33]. Product: [CH3:31][S:32]([C:35]1[CH:42]=[CH:41][C:38]([CH2:39][NH:1][CH2:2][C:3]2[C:4]([CH:9]3[CH2:10][CH2:11][N:12]([C:15]([O:17][C:18]([CH3:21])([CH3:20])[CH3:19])=[O:16])[CH2:13][CH2:14]3)=[N:5][CH:6]=[CH:7][CH:8]=2)=[CH:37][CH:36]=1)(=[O:33])=[O:34]. The catalyst class is: 60. (4) Reactant: FC(F)(F)C(O)=O.[CH3:8][O:9][C:10]1[CH:37]=[CH:36][C:13]([CH2:14][N:15]2[CH:19]=[C:18]([C:20]3[CH:21]=[C:22]4[N:27]([C:28]5[CH:29]=[C:30]([CH:32]=[CH:33][C:34]=5[CH3:35])[NH2:31])[CH:26]=[CH:25][N:23]4[N:24]=3)[CH:17]=[N:16]2)=[CH:12][CH:11]=1.[N:38]1([C:44]2[CH:45]=[C:46]([CH:50]=[C:51]([S:53]([F:58])([F:57])([F:56])([F:55])[F:54])[CH:52]=2)[C:47](O)=[O:48])[CH2:43][CH2:42][O:41][CH2:40][CH2:39]1.CN(C(ON1N=NC2C=CC=NC1=2)=[N+](C)C)C.F[P-](F)(F)(F)(F)F.CN1CCOCC1.[OH-].[Na+]. Product: [CH3:8][O:9][C:10]1[CH:11]=[CH:12][C:13]([CH2:14][N:15]2[CH:19]=[C:18]([C:20]3[CH:21]=[C:22]4[N:27]([C:28]5[CH:29]=[C:30]([NH:31][C:47](=[O:48])[C:46]6[CH:50]=[C:51]([S:53]([F:58])([F:54])([F:55])([F:56])[F:57])[CH:52]=[C:44]([N:38]7[CH2:43][CH2:42][O:41][CH2:40][CH2:39]7)[CH:45]=6)[CH:32]=[CH:33][C:34]=5[CH3:35])[CH:26]=[CH:25][N:23]4[N:24]=3)[CH:17]=[N:16]2)=[CH:36][CH:37]=1. The catalyst class is: 3.